Dataset: NCI-60 drug combinations with 297,098 pairs across 59 cell lines. Task: Regression. Given two drug SMILES strings and cell line genomic features, predict the synergy score measuring deviation from expected non-interaction effect. (1) Drug 1: CCC(=C(C1=CC=CC=C1)C2=CC=C(C=C2)OCCN(C)C)C3=CC=CC=C3.C(C(=O)O)C(CC(=O)O)(C(=O)O)O. Drug 2: C1=NC2=C(N1)C(=S)N=CN2. Cell line: NCI-H226. Synergy scores: CSS=28.1, Synergy_ZIP=-4.57, Synergy_Bliss=-2.17, Synergy_Loewe=-5.22, Synergy_HSA=0.546. (2) Drug 1: CCCCCOC(=O)NC1=NC(=O)N(C=C1F)C2C(C(C(O2)C)O)O. Drug 2: C1=NNC2=C1C(=O)NC=N2. Cell line: SK-MEL-28. Synergy scores: CSS=-5.83, Synergy_ZIP=0.283, Synergy_Bliss=-4.32, Synergy_Loewe=-3.41, Synergy_HSA=-6.91. (3) Drug 2: C1CN(CCN1C(=O)CCBr)C(=O)CCBr. Drug 1: CC12CCC(CC1=CCC3C2CCC4(C3CC=C4C5=CN=CC=C5)C)O. Cell line: BT-549. Synergy scores: CSS=9.32, Synergy_ZIP=-3.55, Synergy_Bliss=0.960, Synergy_Loewe=-4.42, Synergy_HSA=0.377. (4) Drug 1: CC(CN1CC(=O)NC(=O)C1)N2CC(=O)NC(=O)C2. Drug 2: C1=NC2=C(N1)C(=S)N=C(N2)N. Cell line: IGROV1. Synergy scores: CSS=26.6, Synergy_ZIP=-5.09, Synergy_Bliss=-2.54, Synergy_Loewe=-0.915, Synergy_HSA=1.25. (5) Drug 2: CC1CCC2CC(C(=CC=CC=CC(CC(C(=O)C(C(C(=CC(C(=O)CC(OC(=O)C3CCCCN3C(=O)C(=O)C1(O2)O)C(C)CC4CCC(C(C4)OC)OP(=O)(C)C)C)C)O)OC)C)C)C)OC. Synergy scores: CSS=42.8, Synergy_ZIP=7.96, Synergy_Bliss=9.59, Synergy_Loewe=13.1, Synergy_HSA=14.9. Drug 1: C1CC2CC3=C(CC1C24CN(S(=O)(=O)N4)CC(F)(F)F)C=CC(=C3)C=CCN5CCC(CC5)C(F)(F)F. Cell line: T-47D. (6) Drug 1: CCCCC(=O)OCC(=O)C1(CC(C2=C(C1)C(=C3C(=C2O)C(=O)C4=C(C3=O)C=CC=C4OC)O)OC5CC(C(C(O5)C)O)NC(=O)C(F)(F)F)O. Drug 2: COC1=C2C(=CC3=C1OC=C3)C=CC(=O)O2. Cell line: NCIH23. Synergy scores: CSS=54.8, Synergy_ZIP=-1.14, Synergy_Bliss=-2.41, Synergy_Loewe=-17.3, Synergy_HSA=-0.639. (7) Drug 1: C1CCC(CC1)NC(=O)N(CCCl)N=O. Drug 2: CCC(=C(C1=CC=CC=C1)C2=CC=C(C=C2)OCCN(C)C)C3=CC=CC=C3.C(C(=O)O)C(CC(=O)O)(C(=O)O)O. Cell line: SNB-19. Synergy scores: CSS=31.7, Synergy_ZIP=-9.61, Synergy_Bliss=-8.01, Synergy_Loewe=-7.56, Synergy_HSA=-8.15. (8) Drug 1: CC12CCC3C(C1CCC2=O)CC(=C)C4=CC(=O)C=CC34C. Drug 2: CCCS(=O)(=O)NC1=C(C(=C(C=C1)F)C(=O)C2=CNC3=C2C=C(C=N3)C4=CC=C(C=C4)Cl)F. Cell line: OVCAR-5. Synergy scores: CSS=38.2, Synergy_ZIP=4.49, Synergy_Bliss=2.24, Synergy_Loewe=-1.89, Synergy_HSA=-2.19. (9) Drug 1: CC12CCC(CC1=CCC3C2CCC4(C3CC=C4C5=CN=CC=C5)C)O. Drug 2: C1CC(C1)(C(=O)O)C(=O)O.[NH2-].[NH2-].[Pt+2]. Cell line: MOLT-4. Synergy scores: CSS=58.7, Synergy_ZIP=-3.90, Synergy_Bliss=-2.46, Synergy_Loewe=-7.23, Synergy_HSA=-1.43.